This data is from Full USPTO retrosynthesis dataset with 1.9M reactions from patents (1976-2016). The task is: Predict the reactants needed to synthesize the given product. Given the product [Br:1][C:2]1[CH:3]=[CH:4][C:5]2[C:9]3[CH:10]=[CH:11][C:12]([NH2:14])=[CH:13][C:8]=3[S:7][C:6]=2[CH:18]=1, predict the reactants needed to synthesize it. The reactants are: [Br:1][C:2]1[CH:3]=[CH:4][C:5]2[C:9]3[CH:10]=[CH:11][C:12]([N+:14]([O-])=O)=[CH:13][C:8]=3[S:7](=O)[C:6]=2[CH:18]=1.C(O)(=O)C.O.O.Cl[Sn]Cl.